From a dataset of Forward reaction prediction with 1.9M reactions from USPTO patents (1976-2016). Predict the product of the given reaction. (1) Given the reactants COC1C=C(OC)C=CC=1C[N:6]1[C:11]2[C:12]3[CH:21]=[CH:20][C:19]([N:22]4[CH2:26][CH2:25][CH2:24][CH2:23]4)=[CH:18][C:13]=3[N:14]([CH3:17])[CH2:15][CH2:16][C:10]=2[C:9]([OH:27])=[C:8]([C:28]([OH:30])=[O:29])[C:7]1=[O:31].FC(F)(F)C(O)=O, predict the reaction product. The product is: [OH:27][C:9]1[C:10]2[CH2:16][CH2:15][N:14]([CH3:17])[C:13]3[CH:18]=[C:19]([N:22]4[CH2:23][CH2:24][CH2:25][CH2:26]4)[CH:20]=[CH:21][C:12]=3[C:11]=2[NH:6][C:7](=[O:31])[C:8]=1[C:28]([OH:30])=[O:29]. (2) Given the reactants [H][H].[Li+].[Cl:4][C:5]1[CH:6]=[CH:7][C:8]([NH:11][C:12](=[O:16])[C:13]([O-:15])=O)=[N:9][CH:10]=1.O[N:18]1[C:22]2[CH:23]=[CH:24][CH:25]=[CH:26][C:21]=2[N:20]=N1.Cl.[CH3:28][N:29]([CH3:38])[CH2:30]CCN=C=NCC.CS(O)(=O)=[O:41].C(N(CC)CC)C.Cl.[CH3:52][N:53]1[CH2:58][CH2:57][C:56]2[N:59]=[C:60]([C:62]([OH:64])=O)[S:61][C:55]=2[CH2:54]1, predict the reaction product. The product is: [Cl:4][C:5]1[CH:6]=[CH:7][C:8]([NH:11][C:12](=[O:16])[C:13]([NH:18][C@H:22]2[CH2:23][CH2:24][C@@H:25]([C:30]([N:29]([CH3:38])[CH3:28])=[O:41])[CH2:26][C@H:21]2[NH:20][C:62]([C:60]2[S:61][C:55]3[CH2:54][N:53]([CH3:52])[CH2:58][CH2:57][C:56]=3[N:59]=2)=[O:64])=[O:15])=[N:9][CH:10]=1. (3) Given the reactants Br[C:2]1[CH:7]=[C:6]([N:8]2[CH2:12][CH2:11][C@:10]([CH:15]3[CH2:17][CH2:16]3)([C:13]#[N:14])[C:9]2=[O:18])[CH:5]=[CH:4][N:3]=1.[NH2:19][C:20]1[O:24][N:23]=[C:22]([C:25]([CH3:29])([CH3:28])[CH2:26][OH:27])[CH:21]=1.C(=O)([O-])[O-].[K+].[K+].C1(P(C2CCCCC2)C2C(OC)=CC=C(OC)C=2C2C(C(C)C)=CC(C(C)C)=CC=2C(C)C)CCCCC1.C(=O)(O)[O-].[Na+], predict the reaction product. The product is: [CH:15]1([C@:10]2([C:13]#[N:14])[CH2:11][CH2:12][N:8]([C:6]3[CH:5]=[CH:4][N:3]=[C:2]([NH:19][C:20]4[O:24][N:23]=[C:22]([C:25]([CH3:29])([CH3:28])[CH2:26][OH:27])[CH:21]=4)[CH:7]=3)[C:9]2=[O:18])[CH2:17][CH2:16]1. (4) Given the reactants [F:1][C:2]1[CH:7]=[C:6]([O:8][CH3:9])[CH:5]=[CH:4][C:3]=1/[CH:10]=[C:11]1/[N:12]=[C:13]([CH3:17])[O:14][C:15]/1=[O:16].Cl.[O:19]1CCOCC1, predict the reaction product. The product is: [C:13]([NH:12]/[C:11](=[CH:10]\[C:3]1[CH:4]=[CH:5][C:6]([O:8][CH3:9])=[CH:7][C:2]=1[F:1])/[C:15]([OH:14])=[O:16])(=[O:19])[CH3:17]. (5) Given the reactants [F:1][CH:2]([F:46])[C:3]1[N:7]([C:8]2[N:13]=[C:12]([N:14]3[CH2:19][CH2:18][O:17][CH2:16][CH2:15]3)[N:11]=[C:10]([N:20]([CH2:34][CH2:35][CH2:36][N:37]([CH3:39])[CH3:38])[CH:21]3[CH2:26][CH2:25][N:24](C(OC(C)(C)C)=O)[CH2:23][CH2:22]3)[N:9]=2)[C:6]2[CH:40]=[CH:41][CH:42]=[C:43]([O:44][CH3:45])[C:5]=2[N:4]=1.C(O)(C(F)(F)F)=O, predict the reaction product. The product is: [F:46][CH:2]([F:1])[C:3]1[N:7]([C:8]2[N:13]=[C:12]([N:14]3[CH2:15][CH2:16][O:17][CH2:18][CH2:19]3)[N:11]=[C:10]([N:20]([CH:21]3[CH2:26][CH2:25][NH:24][CH2:23][CH2:22]3)[CH2:34][CH2:35][CH2:36][N:37]([CH3:38])[CH3:39])[N:9]=2)[C:6]2[CH:40]=[CH:41][CH:42]=[C:43]([O:44][CH3:45])[C:5]=2[N:4]=1. (6) Given the reactants [Cl:1][C:2]1[CH:3]=[C:4]([O:32][CH3:33])[C:5]([O:30][CH3:31])=[C:6]([CH:8]([NH:10][C:11]2[CH:12]=[C:13]([N:21]3[CH2:26][CH2:25][CH:24]([N:27]([CH3:29])[CH3:28])[CH2:23][CH2:22]3)[CH:14]=[CH:15][C:16]=2[S:17]([CH3:20])(=[O:19])=[O:18])[CH3:9])[CH:7]=1.Cl, predict the reaction product. The product is: [ClH:1].[Cl:1][C:2]1[CH:3]=[C:4]([O:32][CH3:33])[C:5]([O:30][CH3:31])=[C:6]([CH:8]([NH:10][C:11]2[CH:12]=[C:13]([N:21]3[CH2:26][CH2:25][CH:24]([N:27]([CH3:28])[CH3:29])[CH2:23][CH2:22]3)[CH:14]=[CH:15][C:16]=2[S:17]([CH3:20])(=[O:19])=[O:18])[CH3:9])[CH:7]=1. (7) The product is: [Cl:1][C:2]1[CH:10]=[C:9]2[C:5]([C:6]([C:11]([OH:13])=[O:12])=[CH:7][NH:8]2)=[CH:4][C:3]=1[C:15]1[CH:16]=[CH:17][C:18]([O:21][CH2:22][CH2:23][N:24]2[CH2:25][CH2:26][NH:27][CH2:28][CH2:29]2)=[CH:19][CH:20]=1. Given the reactants [Cl:1][C:2]1[CH:10]=[C:9]2[C:5]([C:6]([C:11]([O:13]C)=[O:12])=[CH:7][NH:8]2)=[CH:4][C:3]=1[C:15]1[CH:20]=[CH:19][C:18]([O:21][CH2:22][CH2:23][N:24]2[CH2:29][CH2:28][NH:27][CH2:26][CH2:25]2)=[CH:17][CH:16]=1.[OH-].[Na+], predict the reaction product.